Task: Predict the reactants needed to synthesize the given product.. Dataset: Full USPTO retrosynthesis dataset with 1.9M reactions from patents (1976-2016) Given the product [CH3:1][N:2]1[C:10]2[C:5](=[C:6]([CH3:14])[CH:7]=[C:8]([NH2:11])[CH:9]=2)[CH:4]=[N:3]1, predict the reactants needed to synthesize it. The reactants are: [CH3:1][N:2]1[C:10]2[C:5](=[C:6]([CH3:14])[CH:7]=[C:8]([N+:11]([O-])=O)[CH:9]=2)[CH:4]=[N:3]1.